From a dataset of Full USPTO retrosynthesis dataset with 1.9M reactions from patents (1976-2016). Predict the reactants needed to synthesize the given product. (1) Given the product [OH:1][CH:2]([C:12]1[S:13][CH:14]=[C:15]([C:17]2[CH:22]=[CH:21][CH:20]=[C:19]([C:23]([F:24])([F:25])[F:26])[CH:18]=2)[N:16]=1)[C:17]1[CH:18]=[CH:19][C:31]([C:30]([OH:27])=[O:32])=[CH:14][CH:15]=1, predict the reactants needed to synthesize it. The reactants are: [OH:1][CH:2]([C:12]1[S:13][CH:14]=[C:15]([C:17]2[CH:22]=[CH:21][CH:20]=[C:19]([C:23]([F:26])([F:25])[F:24])[CH:18]=2)[N:16]=1)N1C=C(C(OC)=O)C=N1.[OH-:27].[Na+].Cl.[CH2:30]([OH:32])[CH3:31]. (2) Given the product [CH3:1][C:2]1[CH:18]=[C:17]2[C:5]3=[C:4]([O:9][CH2:8][CH:7]([C:10]4[CH:15]=[CH:14][CH:13]=[CH:12][CH:11]=4)[N:6]3[C:19]3[CH2:24][CH2:23][CH2:22][C:21](=[O:25])[C:20]2=3)[CH:3]=1, predict the reactants needed to synthesize it. The reactants are: [CH3:1][C:2]1[CH:18]=[CH:17][C:5]2[N:6](N)[CH:7]([C:10]3[CH:15]=[CH:14][CH:13]=[CH:12][CH:11]=3)[CH2:8][O:9][C:4]=2[CH:3]=1.[C:19]1(=O)[CH2:24][CH2:23][CH2:22][C:21](=[O:25])[CH2:20]1.O.C1(C)C=CC(S(O)(=O)=O)=CC=1. (3) Given the product [CH3:1][C:2]1[CH:3]=[C:4]([C:19]2[S:23][C:22]([CH2:24][C:25]3([C:31]([OH:33])=[O:32])[CH2:29][CH2:28][NH:27][C:26]3=[O:30])=[N:21][CH:20]=2)[CH:5]=[C:6]([NH:8][C:9]2[N:14]=[C:13]([C:15]([F:16])([F:17])[F:18])[CH:12]=[CH:11][N:10]=2)[CH:7]=1, predict the reactants needed to synthesize it. The reactants are: [CH3:1][C:2]1[CH:3]=[C:4]([C:19]2[S:23][C:22]([CH2:24][C:25]3([C:31]([O:33]CC)=[O:32])[CH2:29][CH2:28][NH:27][C:26]3=[O:30])=[N:21][CH:20]=2)[CH:5]=[C:6]([NH:8][C:9]2[N:14]=[C:13]([C:15]([F:18])([F:17])[F:16])[CH:12]=[CH:11][N:10]=2)[CH:7]=1.O1CCCC1.CO.[OH-].[Li+]. (4) The reactants are: [C:1]([C:3]1[CH:8]=[CH:7][C:6]([C:9]2[CH:10]=[N:11][N:12]([C:15]3[CH:23]=[CH:22][C:18]([C:19](O)=[O:20])=[CH:17][N:16]=3)[C:13]=2[OH:14])=[C:5]([CH3:24])[CH:4]=1)#[N:2].Cl.Cl.[N:27]1([C@H:32]2[CH2:37][CH2:36][CH2:35][NH:34][CH2:33]2)[CH2:31][CH2:30][CH2:29][CH2:28]1. Given the product [OH:14][C:13]1[N:12]([C:15]2[CH:23]=[CH:22][C:18]([C:19]([N:34]3[CH2:35][CH2:36][CH2:37][C@H:32]([N:27]4[CH2:28][CH2:29][CH2:30][CH2:31]4)[CH2:33]3)=[O:20])=[CH:17][N:16]=2)[N:11]=[CH:10][C:9]=1[C:6]1[CH:7]=[CH:8][C:3]([C:1]#[N:2])=[CH:4][C:5]=1[CH3:24], predict the reactants needed to synthesize it.